Task: Predict the reaction yield, written as a fraction of the theoretical maximum amount of product (1.0 means a 100% yield; for example, 0.34 means a 34% yield).. Dataset: Reaction yield outcomes from USPTO patents with 853,638 reactions (1) The reactants are Br[C:2]1[CH:3]=[C:4]([N+:9]([O-:11])=[O:10])[CH:5]=[CH:6][C:7]=1[Cl:8].B1([C:18]2[CH:23]=[CH:22][CH:21]=[N:20][CH:19]=2)OCCCO1. No catalyst specified. The product is [Cl:8][C:7]1[CH:6]=[CH:5][C:4]([N+:9]([O-:11])=[O:10])=[CH:3][C:2]=1[C:18]1[CH:19]=[N:20][CH:21]=[CH:22][CH:23]=1. The yield is 0.690. (2) The reactants are [Br:1][CH:2]1[CH2:8][CH2:7][CH2:6][CH2:5][NH:4][C:3]1=[O:9].[H-].[Na+].Br[CH2:13][C:14]1[CH:19]=[CH:18][C:17]([O:20][CH3:21])=[CH:16][CH:15]=1. The catalyst is O1CCCC1. The product is [Br:1][CH:2]1[CH2:8][CH2:7][CH2:6][CH2:5][N:4]([CH2:13][C:14]2[CH:19]=[CH:18][C:17]([O:20][CH3:21])=[CH:16][CH:15]=2)[C:3]1=[O:9]. The yield is 0.617. (3) No catalyst specified. The yield is 0.610. The reactants are [CH3:1][C:2]1[CH:11]=[C:10]([CH3:12])[C:9]2[C:4](=[CH:5][CH:6]=[C:7]([CH3:13])[CH:8]=2)[N:3]=1.[Se](=O)=[O:15]. The product is [CH3:12][C:10]1[C:9]2[C:4](=[CH:5][CH:6]=[C:7]([CH3:13])[CH:8]=2)[N:3]=[C:2]([CH:1]=[O:15])[CH:11]=1. (4) The reactants are [CH3:1][NH:2][C:3]1[C:12]([N+:13]([O-])=O)=[C:11]2[C:6]([CH:7]=[CH:8][CH:9]=[N:10]2)=[CH:5][CH:4]=1.O.NN. The catalyst is CO.[Ni]. The product is [CH3:1][NH:2][C:3]1[C:12]([NH2:13])=[C:11]2[C:6]([CH:7]=[CH:8][CH:9]=[N:10]2)=[CH:5][CH:4]=1. The yield is 0.800. (5) The reactants are [C:1]([O:5][C:6](=[O:14])[NH:7][CH:8]1[CH2:13][C:10]2([O:12][CH2:11]2)[CH2:9]1)([CH3:4])([CH3:3])[CH3:2].C([BH-](CC)CC)C.[Li+].O.C(=O)([O-])[O-].[K+].[K+]. The catalyst is C1COCC1. The product is [C:1]([O:5][C:6](=[O:14])[NH:7][CH:8]1[CH2:13][C:10]([OH:12])([CH3:11])[CH2:9]1)([CH3:4])([CH3:2])[CH3:3]. The yield is 0.800. (6) The reactants are Cl[C:2]1[CH:10]=[C:9]2[C:5]([C:6]([CH:11]=[O:12])=[CH:7][NH:8]2)=[CH:4][C:3]=1C1C=CC(OCC(C)(C)CO)=CC=1.CC(=CC)C.Cl([O-])=[O:32].[Na+].OP([O-])(O)=O.[Na+]. The catalyst is C(#N)C.C(OCC)(=O)C.O.C(O)(C)(C)C. The product is [NH:8]1[C:9]2[C:5](=[CH:4][CH:3]=[CH:2][CH:10]=2)[C:6]([C:11]([OH:12])=[O:32])=[CH:7]1. The yield is 0.320. (7) The catalyst is CO.[Cl-].[Zn+2].[Cl-]. The yield is 0.850. The reactants are [NH:1]1[CH2:4][CH:3]([C:5]2[CH:6]=[CH:7][C:8]([NH:11][C:12]3[C:13](=[O:20])[N:14]([CH3:19])[CH:15]=[C:16]([Br:18])[CH:17]=3)=[N:9][CH:10]=2)[CH2:2]1.[O:21]1[CH2:24][C:23](=O)[CH2:22]1.[BH3-]C#N.[Na+]. The product is [Br:18][C:16]1[CH:17]=[C:12]([NH:11][C:8]2[CH:7]=[CH:6][C:5]([CH:3]3[CH2:4][N:1]([CH:23]4[CH2:24][O:21][CH2:22]4)[CH2:2]3)=[CH:10][N:9]=2)[C:13](=[O:20])[N:14]([CH3:19])[CH:15]=1. (8) The reactants are [F:1][C:2]([F:15])([F:14])[S:3]([O:6]S(C(F)(F)F)(=O)=O)(=[O:5])=[O:4].[OH:16][C:17]1[C:30]2[C:29](=[O:31])[C:28]3[C:23](=[CH:24][CH:25]=[CH:26][CH:27]=3)[O:22][C:21]=2[CH:20]=[C:19](O)[CH:18]=1.N1C=CC=CC=1. The catalyst is C(Cl)Cl. The product is [OH:16][C:17]1[C:30]2[C:29](=[O:31])[C:28]3[C:23](=[CH:24][CH:25]=[CH:26][CH:27]=3)[O:22][C:21]=2[CH:20]=[C:19]([O:6][S:3]([C:2]([F:15])([F:14])[F:1])(=[O:5])=[O:4])[CH:18]=1. The yield is 0.650. (9) The reactants are [CH:1]1N=C[N:3]([C:6]([N:8]2C=N[CH:10]=[CH:9]2)=[O:7])[CH:2]=1.[CH2:13](N(CC)CC)C.[F:20][C:21]1[CH:27]=[C:26]([I:28])[CH:25]=CC=1N.C1(N)CC1. The catalyst is CN(C)C=O.O.C1(C)C=CC=CC=1. The product is [CH:9]1([NH:8][C:6]([NH:3][C:2]2[CH:1]=[CH:25][C:26]([I:28])=[CH:27][C:21]=2[F:20])=[O:7])[CH2:10][CH2:13]1. The yield is 0.934. (10) The reactants are [F:1][C:2]1[CH:7]=[CH:6][CH:5]=[C:4]([F:8])[C:3]=1[C:9]1[N:13]([S:14]([C:17]2[CH:18]=[N:19][CH:20]=[CH:21][CH:22]=2)(=[O:16])=[O:15])[CH:12]=[C:11]([CH:23]=[O:24])[CH:10]=1.[Cl:25]N1C(=O)CCC1=O.O. The catalyst is O1CCCC1.CN(C)C=O. The product is [Cl:25][C:12]1[N:13]([S:14]([C:17]2[CH:18]=[N:19][CH:20]=[CH:21][CH:22]=2)(=[O:16])=[O:15])[C:9]([C:3]2[C:2]([F:1])=[CH:7][CH:6]=[CH:5][C:4]=2[F:8])=[CH:10][C:11]=1[CH:23]=[O:24]. The yield is 0.580.